From a dataset of Forward reaction prediction with 1.9M reactions from USPTO patents (1976-2016). Predict the product of the given reaction. (1) Given the reactants [S:1](Cl)(Cl)=[O:2].[CH2:5]([O:12][C:13]1[CH:18]=[CH:17][C:16]([C:19]2[N:23]([CH:24]3[CH2:29][CH2:28][CH2:27][CH2:26][CH2:25]3)[C:22]3[CH:30]=[CH:31][C:32]([C:34](=[N:36][OH:37])[NH2:35])=[CH:33][C:21]=3[N:20]=2)=[CH:15][CH:14]=1)[C:6]1[CH:11]=[CH:10][CH:9]=[CH:8][CH:7]=1.N1C=CC=CC=1, predict the reaction product. The product is: [CH2:5]([O:12][C:13]1[CH:14]=[CH:15][C:16]([C:19]2[N:23]([CH:24]3[CH2:25][CH2:26][CH2:27][CH2:28][CH2:29]3)[C:22]3[CH:30]=[CH:31][C:32]([C:34]4[NH:35][S:1](=[O:2])[O:37][N:36]=4)=[CH:33][C:21]=3[N:20]=2)=[CH:17][CH:18]=1)[C:6]1[CH:11]=[CH:10][CH:9]=[CH:8][CH:7]=1. (2) Given the reactants [CH:1]([O:4][C:5]1[C:14]2[C:9](=[CH:10][C:11]([C:15]([OH:17])=O)=[CH:12][CH:13]=2)[CH:8]=[C:7]([NH:18][C:19]2[CH:23]=[C:22]([CH3:24])[NH:21][N:20]=2)[N:6]=1)([CH3:3])[CH3:2].[NH:25]1[CH2:30][CH2:29][CH:28]([OH:31])[CH2:27][CH2:26]1, predict the reaction product. The product is: [OH:31][CH:28]1[CH2:29][CH2:30][N:25]([C:15]([C:11]2[CH:10]=[C:9]3[C:14](=[CH:13][CH:12]=2)[C:5]([O:4][CH:1]([CH3:2])[CH3:3])=[N:6][C:7]([NH:18][C:19]2[CH:23]=[C:22]([CH3:24])[NH:21][N:20]=2)=[CH:8]3)=[O:17])[CH2:26][CH2:27]1. (3) Given the reactants Cl.[Cl:2][C:3]1[CH:12]=[C:11]2[C:6]([CH2:7][CH:8]([C:13]([OH:15])=[O:14])[NH:9][CH2:10]2)=[CH:5][CH:4]=1.[OH-].[Na+].[C:18]([O:22][C:23](O[C:23]([O:22][C:18]([CH3:21])([CH3:20])[CH3:19])=[O:24])=[O:24])([CH3:21])([CH3:20])[CH3:19], predict the reaction product. The product is: [C:18]([O:22][C:23]([N:9]1[CH:8]([C:13]([OH:15])=[O:14])[CH2:7][C:6]2[C:11](=[CH:12][C:3]([Cl:2])=[CH:4][CH:5]=2)[CH2:10]1)=[O:24])([CH3:21])([CH3:20])[CH3:19]. (4) The product is: [Cl:6][C:7]1[CH:12]=[CH:11][C:10]([S:13]([CH:16]([C:17]2[CH:22]=[C:21]([F:23])[CH:20]=[CH:19][C:18]=2[F:24])[CH2:26][C:27]([O:29][C:30]([CH3:33])([CH3:32])[CH3:31])=[O:28])(=[O:15])=[O:14])=[CH:9][CH:8]=1. Given the reactants C([Li])CCC.[Cl:6][C:7]1[CH:12]=[CH:11][C:10]([S:13]([CH2:16][C:17]2[CH:22]=[C:21]([F:23])[CH:20]=[CH:19][C:18]=2[F:24])(=[O:15])=[O:14])=[CH:9][CH:8]=1.Br[CH2:26][C:27]([O:29][C:30]([CH3:33])([CH3:32])[CH3:31])=[O:28].[Cl-].[NH4+], predict the reaction product. (5) Given the reactants O.[CH3:2][N:3]([CH3:36])[C@@H:4]1[CH2:8][CH2:7][N:6]([C:9]2[C:14]([N+:15]([O-])=O)=[CH:13][C:12]([NH:18][C:19]3[N:24]=[C:23]([C:25]4[C:33]5[C:28](=[CH:29][CH:30]=[CH:31][CH:32]=5)[NH:27][CH:26]=4)[CH:22]=[CH:21][N:20]=3)=[C:11]([O:34][CH3:35])[CH:10]=2)[CH2:5]1.[NH4+].[Cl-], predict the reaction product. The product is: [CH3:36][N:3]([CH3:2])[C@@H:4]1[CH2:8][CH2:7][N:6]([C:9]2[CH:10]=[C:11]([O:34][CH3:35])[C:12]([NH:18][C:19]3[N:24]=[C:23]([C:25]4[C:33]5[C:28](=[CH:29][CH:30]=[CH:31][CH:32]=5)[NH:27][CH:26]=4)[CH:22]=[CH:21][N:20]=3)=[CH:13][C:14]=2[NH2:15])[CH2:5]1. (6) Given the reactants Br[CH2:2][CH2:3][CH2:4][N:5]1[CH:14]=[CH:13][C:12]2[C:7](=[CH:8][C:9]([C:15]([O:17][CH3:18])=[O:16])=[CH:10][CH:11]=2)[C:6]1=[O:19].[CH3:20][O:21][C:22]1[CH:27]=[CH:26][C:25]([NH:28][C:29](=[O:35])[O:30][C:31]([CH3:34])([CH3:33])[CH3:32])=[CH:24][CH:23]=1.C(=O)([O-])[O-].[Cs+].[Cs+], predict the reaction product. The product is: [C:31]([O:30][C:29]([N:28]([C:25]1[CH:24]=[CH:23][C:22]([O:21][CH3:20])=[CH:27][CH:26]=1)[CH2:2][CH2:3][CH2:4][N:5]1[CH:14]=[CH:13][C:12]2[C:7](=[CH:8][C:9]([C:15]([O:17][CH3:18])=[O:16])=[CH:10][CH:11]=2)[C:6]1=[O:19])=[O:35])([CH3:34])([CH3:33])[CH3:32]. (7) Given the reactants [NH2:1][C@H:2]([CH3:20])[C@@H:3]([OH:19])[CH2:4][N:5]1[CH2:10][CH2:9][CH2:8][C@@H:7]([CH2:11][C:12]2[CH:17]=[CH:16][C:15]([F:18])=[CH:14][CH:13]=2)[CH2:6]1.[CH2:21]([C:23]1[CH:24]=[C:25]([NH:35][C:36](=O)[O:37]C2C=CC=CC=2)[CH:26]=[C:27]([C:29]2[N:33]([CH3:34])[N:32]=[N:31][N:30]=2)[CH:28]=1)[CH3:22], predict the reaction product. The product is: [CH2:21]([C:23]1[CH:24]=[C:25]([NH:35][C:36]([NH:1][C@H:2]([CH3:20])[C@@H:3]([OH:19])[CH2:4][N:5]2[CH2:10][CH2:9][CH2:8][C@@H:7]([CH2:11][C:12]3[CH:13]=[CH:14][C:15]([F:18])=[CH:16][CH:17]=3)[CH2:6]2)=[O:37])[CH:26]=[C:27]([C:29]2[N:33]([CH3:34])[N:32]=[N:31][N:30]=2)[CH:28]=1)[CH3:22]. (8) Given the reactants F[C:2]1[N:7]=[CH:6][C:5]([C:8]2[C:17]3[C:12](=[CH:13][C:14]([O:20][CH3:21])=[C:15]([O:18][CH3:19])[CH:16]=3)[N:11]=[N:10][CH:9]=2)=[CH:4][CH:3]=1.Cl.Cl.[N:24]1[CH:29]=[CH:28][CH:27]=[CH:26][C:25]=1[C:30]1([OH:36])[CH2:35][CH2:34][NH:33][CH2:32][CH2:31]1.C(=O)([O-])[O-].[K+].[K+], predict the reaction product. The product is: [CH3:19][O:18][C:15]1[CH:16]=[C:17]2[C:12](=[CH:13][C:14]=1[O:20][CH3:21])[N:11]=[N:10][CH:9]=[C:8]2[C:5]1[CH:4]=[CH:3][C:2]([N:33]2[CH2:34][CH2:35][C:30]([C:25]3[CH:26]=[CH:27][CH:28]=[CH:29][N:24]=3)([OH:36])[CH2:31][CH2:32]2)=[N:7][CH:6]=1.